Dataset: Reaction yield outcomes from USPTO patents with 853,638 reactions. Task: Predict the reaction yield, written as a fraction of the theoretical maximum amount of product (1.0 means a 100% yield; for example, 0.34 means a 34% yield). (1) The reactants are C([O-])([O-])=O.[Cs+].[Cs+].[O:7]1[CH2:12][CH2:11][N:10]([CH2:13][C:14]2[CH:15]=[C:16](B(O)O)[CH:17]=[CH:18][CH:19]=2)[CH2:9][CH2:8]1.Br[C:24]1[CH:25]=[C:26]([C:31]2[N:32]=[N:33][N:34]([CH:36]([CH3:38])[CH3:37])[CH:35]=2)[C:27]([NH2:30])=[N:28][CH:29]=1. The catalyst is O1CCOCC1.O.C1C=CC([P]([Pd]([P](C2C=CC=CC=2)(C2C=CC=CC=2)C2C=CC=CC=2)([P](C2C=CC=CC=2)(C2C=CC=CC=2)C2C=CC=CC=2)[P](C2C=CC=CC=2)(C2C=CC=CC=2)C2C=CC=CC=2)(C2C=CC=CC=2)C2C=CC=CC=2)=CC=1. The product is [CH:36]([N:34]1[CH:35]=[C:31]([C:26]2[C:27]([NH2:30])=[N:28][CH:29]=[C:24]([C:16]3[CH:17]=[CH:18][CH:19]=[C:14]([CH2:13][N:10]4[CH2:11][CH2:12][O:7][CH2:8][CH2:9]4)[CH:15]=3)[CH:25]=2)[N:32]=[N:33]1)([CH3:38])[CH3:37]. The yield is 0.581. (2) The reactants are [NH2:1][C:2]1[C:7]2[C:8]([C:11]3[CH:16]=[CH:15][C:14]([NH:17][C:18]([NH:20][C:21]4[CH:26]=[CH:25][CH:24]=[C:23]([CH3:27])[CH:22]=4)=[O:19])=[CH:13][CH:12]=3)=[CH:9][S:10][C:6]=2[C:5](I)=[CH:4][N:3]=1.[CH2:29]([OH:33])[CH2:30][C:31]#[CH:32]. The catalyst is N1CCCCC1.C1C=CC([P]([Pd]([P](C2C=CC=CC=2)(C2C=CC=CC=2)C2C=CC=CC=2)([P](C2C=CC=CC=2)(C2C=CC=CC=2)C2C=CC=CC=2)[P](C2C=CC=CC=2)(C2C=CC=CC=2)C2C=CC=CC=2)(C2C=CC=CC=2)C2C=CC=CC=2)=CC=1.[Cu]I. The product is [NH2:1][C:2]1[C:7]2[C:8]([C:11]3[CH:16]=[CH:15][C:14]([NH:17][C:18]([NH:20][C:21]4[CH:26]=[CH:25][CH:24]=[C:23]([CH3:27])[CH:22]=4)=[O:19])=[CH:13][CH:12]=3)=[CH:9][S:10][C:6]=2[C:5]([C:32]#[C:31][CH2:30][CH2:29][OH:33])=[CH:4][N:3]=1. The yield is 0.810. (3) The reactants are Br[C:2]1[C:7]([CH3:8])=[C:6]([O:9][CH2:10][C:11]2[CH:16]=[CH:15][CH:14]=[CH:13][CH:12]=2)[C:5]([CH3:17])=[C:4]([CH3:18])[C:3]=1[O:19][CH2:20][C:21]1[CH:26]=[CH:25][CH:24]=[CH:23][CH:22]=1.CN(C)[CH:29]=[O:30]. No catalyst specified. The product is [CH2:20]([O:19][C:3]1[C:4]([CH3:18])=[C:5]([CH3:17])[C:6]([O:9][CH2:10][C:11]2[CH:16]=[CH:15][CH:14]=[CH:13][CH:12]=2)=[C:7]([CH3:8])[C:2]=1[CH:29]=[O:30])[C:21]1[CH:26]=[CH:25][CH:24]=[CH:23][CH:22]=1. The yield is 1.00.